This data is from Reaction yield outcomes from USPTO patents with 853,638 reactions. The task is: Predict the reaction yield, written as a fraction of the theoretical maximum amount of product (1.0 means a 100% yield; for example, 0.34 means a 34% yield). (1) The catalyst is O1CCCC1. The yield is 0.560. The reactants are [NH2:1][C:2]1[CH:3]=[C:4]([CH:21]=[CH:22][CH:23]=1)[O:5][C:6]1[CH:7]=[CH:8][C:9]2[N:10]([CH:12]=[C:13]([NH:15][C:16]([CH:18]3[CH2:20][CH2:19]3)=[O:17])[N:14]=2)[N:11]=1.[F:24][C:25]([F:36])([F:35])[C:26]1[CH:27]=[C:28]([N:32]=[C:33]=[O:34])[CH:29]=[CH:30][CH:31]=1.C1(C)C=CC=CC=1. The product is [F:24][C:25]([F:35])([F:36])[C:26]1[CH:27]=[C:28]([NH:32][C:33]([NH:1][C:2]2[CH:3]=[C:4]([CH:21]=[CH:22][CH:23]=2)[O:5][C:6]2[CH:7]=[CH:8][C:9]3[N:10]([CH:12]=[C:13]([NH:15][C:16]([CH:18]4[CH2:20][CH2:19]4)=[O:17])[N:14]=3)[N:11]=2)=[O:34])[CH:29]=[CH:30][CH:31]=1. (2) The reactants are [C:1]([O:5][C:6]([NH:8][C:9]1[CH:10]=[CH:11][CH:12]=[C:13]2[C:18]=1[NH:17][CH2:16][CH2:15][CH2:14]2)=[O:7])([CH3:4])([CH3:3])[CH3:2].CI.[C:21]([O-])(O)=O.[Na+]. The catalyst is C(Cl)Cl. The product is [CH3:21][N:17]1[C:18]2[C:13](=[CH:12][CH:11]=[CH:10][C:9]=2[NH:8][C:6]([O:5][C:1]([CH3:4])([CH3:2])[CH3:3])=[O:7])[CH2:14][CH2:15][CH2:16]1. The yield is 0.900. (3) The reactants are [OH:1][C:2]([C:55]1[S:56][CH:57]=[CH:58][CH:59]=1)([C:50]1[S:51][CH:52]=[CH:53][CH:54]=1)[C:3]([O:5][C@H:6]1[CH2:11][CH2:10][C@H:9]([N:12]([CH2:14][CH2:15][CH2:16][N:17]2[C:21]3[CH:22]=[CH:23][C:24]([CH2:26][NH:27][CH2:28][C@H:29]([O:42][Si](C(C)(C)C)(C)C)[C:30]4[CH:39]=[CH:38][C:37]([OH:40])=[C:36]5[C:31]=4[CH:32]=[CH:33][C:34](=[O:41])[NH:35]5)=[CH:25][C:20]=3N=N2)[CH3:13])[CH2:8][CH2:7]1)=[O:4].[FH:60].F.F.[CH2:63](N(CC)CC)[CH3:64].C(#N)C. The catalyst is C1COCC1. The product is [FH:60].[FH:60].[OH:1][C:2]([C:50]1[S:51][CH:52]=[CH:53][CH:54]=1)([C:55]1[S:56][CH:57]=[CH:58][CH:59]=1)[C:3]([O:5][C@H:6]1[CH2:7][CH2:8][C@H:9]([N:12]([CH2:14][CH2:15][CH2:16][N:17]2[C:21]3[C:20](=[CH:25][C:24]([CH2:26][NH:27][CH2:28][C@H:29]([OH:42])[C:30]4[CH:39]=[CH:38][C:37]([OH:40])=[C:36]5[C:31]=4[CH:32]=[CH:33][C:34](=[O:41])[NH:35]5)=[CH:23][CH:22]=3)[CH:64]=[CH:63]2)[CH3:13])[CH2:10][CH2:11]1)=[O:4]. The yield is 0.920. (4) The reactants are [CH2:1]([O:3][C:4]([N:6]1[CH2:11][CH2:10][CH:9]([NH2:12])[CH2:8][CH2:7]1)=[O:5])[CH3:2].Cl[C:14]1[CH:19]=[C:18]([Cl:20])[CH:17]=[CH:16][C:15]=1[N+:21]([O-:23])=[O:22].C(=O)([O-])[O-].[Na+].[Na+]. The catalyst is CN(C)C=O.O.C(OCC)(=O)C.[I-].[K+]. The product is [Cl:20][C:18]1[CH:17]=[CH:16][C:15]([N+:21]([O-:23])=[O:22])=[C:14]([NH:12][CH:9]2[CH2:8][CH2:7][N:6]([C:4]([O:3][CH2:1][CH3:2])=[O:5])[CH2:11][CH2:10]2)[CH:19]=1. The yield is 0.650. (5) The reactants are Cl.C([O:6][C:7]([N:9]1[CH2:13][CH2:12][CH:11]([CH2:14][O:15][C:16]2[CH:21]=[CH:20][CH:19]=[CH:18][C:17]=2[C:22]([N:24]2[CH2:38][C:27]3=[C:28]4[N:33]([N:34]=[C:26]3[CH2:25]2)[C:32]([CH3:35])=[C:31]([Cl:36])[C:30]([CH3:37])=[N:29]4)=[O:23])[CH2:10]1)=[O:8])(C)(C)C.O. The catalyst is O1CCOCC1. The product is [CH:7]([OH:8])=[O:6].[Cl:36][C:31]1[C:30]([CH3:37])=[N:29][C:28]2[N:33]([N:34]=[C:26]3[CH2:25][N:24]([C:22]([C:17]4[CH:18]=[CH:19][CH:20]=[CH:21][C:16]=4[O:15][CH2:14][CH:11]4[CH2:12][CH2:13][NH:9][CH2:10]4)=[O:23])[CH2:38][C:27]3=2)[C:32]=1[CH3:35]. The yield is 0.180. (6) The reactants are [Br:1][C:2]1[CH:3]=[C:4]([NH2:9])[C:5]([NH2:8])=[CH:6][CH:7]=1.[C:10]1(C)C=CC(S([O-])(=O)=O)=CC=1.[NH+]1C=CC=CC=1. The catalyst is C(OCC)(OCC)OCC. The product is [Br:1][C:2]1[CH:7]=[CH:6][C:5]2[N:8]=[CH:10][NH:9][C:4]=2[CH:3]=1. The yield is 0.650. (7) The reactants are [F:1][C:2]1[CH:3]=[C:4]([N:8]2[CH2:12][CH2:11][N:10]([C:13]3[CH:18]=[CH:17][C:16]([O:19][CH3:20])=[C:15]([OH:21])[CH:14]=3)[C:9]2=[O:22])[CH:5]=[CH:6][CH:7]=1.Cl.Cl[CH2:25][CH2:26][N:27]1[CH2:32][CH2:31][CH2:30][CH2:29][CH2:28]1. The catalyst is COCCOC.O.C(=O)([O-])[O-].[K+].[K+].C(=O)(O)[O-].[Na+]. The product is [F:1][C:2]1[CH:3]=[C:4]([N:8]2[CH2:12][CH2:11][N:10]([C:13]3[CH:18]=[CH:17][C:16]([O:19][CH3:20])=[C:15]([O:21][CH2:25][CH2:26][N:27]4[CH2:32][CH2:31][CH2:30][CH2:29][CH2:28]4)[CH:14]=3)[C:9]2=[O:22])[CH:5]=[CH:6][CH:7]=1. The yield is 0.530.